This data is from Peptide-MHC class II binding affinity with 134,281 pairs from IEDB. The task is: Regression. Given a peptide amino acid sequence and an MHC pseudo amino acid sequence, predict their binding affinity value. This is MHC class II binding data. (1) The peptide sequence is FTNFKVAYSKSLKEL. The MHC is DRB1_0802 with pseudo-sequence DRB1_0802. The binding affinity (normalized) is 0.720. (2) The peptide sequence is HSLGKWLGHTDKF. The MHC is H-2-IAs with pseudo-sequence H-2-IAs. The binding affinity (normalized) is 0.153. (3) The peptide sequence is GADQGCAINFGKREL. The MHC is HLA-DQA10501-DQB10303 with pseudo-sequence HLA-DQA10501-DQB10303. The binding affinity (normalized) is 0.180. (4) The peptide sequence is AVGLRVVCAKYA. The MHC is DRB1_0101 with pseudo-sequence DRB1_0101. The binding affinity (normalized) is 0.576.